From a dataset of Reaction yield outcomes from USPTO patents with 853,638 reactions. Predict the reaction yield, written as a fraction of the theoretical maximum amount of product (1.0 means a 100% yield; for example, 0.34 means a 34% yield). (1) The reactants are [F:1][C:2]1[CH:7]=[C:6]([F:8])[CH:5]=[CH:4][C:3]=1[N:9]1[C:13]([C:14]2[S:23][C:22]3[C:21]4[N:24]=[C:25]([N:28]5[CH2:33][C@H:32]([CH3:34])[NH:31][C@H:30]([CH3:35])[CH2:29]5)[CH:26]=[CH:27][C:20]=4[O:19][CH2:18][CH2:17][C:16]=3[CH:15]=2)=[N:12][CH:11]=[N:10]1.[C:36](=O)([O-])[O-].[Cs+].[Cs+].CI.O. The catalyst is CN(C)C=O. The product is [F:1][C:2]1[CH:7]=[C:6]([F:8])[CH:5]=[CH:4][C:3]=1[N:9]1[C:13]([C:14]2[S:23][C:22]3[C:21]4[N:24]=[C:25]([N:28]5[CH2:33][C@H:32]([CH3:34])[N:31]([CH3:36])[C@H:30]([CH3:35])[CH2:29]5)[CH:26]=[CH:27][C:20]=4[O:19][CH2:18][CH2:17][C:16]=3[CH:15]=2)=[N:12][CH:11]=[N:10]1. The yield is 0.600. (2) The reactants are [C:1]([O:4][C:5]1[CH:15]=[CH:14][CH:13]=[CH:12][C:6]=1[C:7]([O:9][CH2:10]Cl)=[O:8])(=[O:3])[CH3:2].[N+:16]([O:19][CH2:20][CH2:21][CH2:22][S:23][C:24]1[CH:32]=[CH:31][C:27]([C:28]([OH:30])=[O:29])=[CH:26][CH:25]=1)([O-:18])=[O:17].C(=O)([O-])[O-].[Cs+].[Cs+]. The catalyst is CN(C=O)C.O. The product is [C:1]([O:4][C:5]1[CH:15]=[CH:14][CH:13]=[CH:12][C:6]=1[C:7]([O:9][CH2:10][O:30][C:28](=[O:29])[C:27]1[CH:26]=[CH:25][C:24]([S:23][CH2:22][CH2:21][CH2:20][O:19][N+:16]([O-:18])=[O:17])=[CH:32][CH:31]=1)=[O:8])(=[O:3])[CH3:2]. The yield is 0.620.